Task: Predict the reaction yield, written as a fraction of the theoretical maximum amount of product (1.0 means a 100% yield; for example, 0.34 means a 34% yield).. Dataset: Reaction yield outcomes from USPTO patents with 853,638 reactions The reactants are [CH3:1][N:2]1[C:7](=[O:8])[C:6]([NH:9][C:10]2[CH:15]=[CH:14][C:13]([N:16]3[CH2:21][CH2:20][N:19]([CH:22]4[CH2:25][O:24][CH2:23]4)[CH2:18][C@@H:17]3[CH3:26])=[CH:12][N:11]=2)=[CH:5][C:4]([C:27]2[CH:32]=[CH:31][N:30]=[C:29]([N:33]3[C:45](=[O:46])[C:44]4[S:43][C:42]5[CH2:41][CH2:40][CH2:39][CH2:38][C:37]=5[C:36]=4[CH:35]=[N:34]3)[C:28]=2[CH:47]=[O:48])=[CH:3]1.[BH4-].[Na+].O. The catalyst is CO.ClCCl. The product is [OH:48][CH2:47][C:28]1[C:29]([N:33]2[C:45](=[O:46])[C:44]3[S:43][C:42]4[CH2:41][CH2:40][CH2:39][CH2:38][C:37]=4[C:36]=3[CH:35]=[N:34]2)=[N:30][CH:31]=[CH:32][C:27]=1[C:4]1[CH:5]=[C:6]([NH:9][C:10]2[CH:15]=[CH:14][C:13]([N:16]3[CH2:21][CH2:20][N:19]([CH:22]4[CH2:23][O:24][CH2:25]4)[CH2:18][C@@H:17]3[CH3:26])=[CH:12][N:11]=2)[C:7](=[O:8])[N:2]([CH3:1])[CH:3]=1. The yield is 0.600.